From a dataset of Forward reaction prediction with 1.9M reactions from USPTO patents (1976-2016). Predict the product of the given reaction. (1) The product is: [NH:15]1[C:16]2[CH:21]=[CH:20][CH:19]=[CH:18][C:17]=2[N:13]=[C:14]1[C:22]1[C:26]([NH:27][C:4](=[O:6])[C:3]2[CH:7]=[CH:8][CH:9]=[C:10]([O:11][CH3:12])[C:2]=2[F:1])=[CH:25][NH:24][N:23]=1. Given the reactants [F:1][C:2]1[C:10]([O:11][CH3:12])=[CH:9][CH:8]=[CH:7][C:3]=1[C:4]([OH:6])=O.[NH:13]1[C:17]2[CH:18]=[CH:19][CH:20]=[CH:21][C:16]=2[N:15]=[C:14]1[C:22]1[C:26]([NH2:27])=[CH:25][NH:24][N:23]=1.C(Cl)CCl.C1C=CC2N(O)N=NC=2C=1, predict the reaction product. (2) Given the reactants [NH2:1][C:2](=[N:14][OH:15])[C:3]1[CH:12]=[CH:11][C:6]([C:7](OC)=[O:8])=[C:5](F)[CH:4]=1.C(C1C=CC(C(N)=O)=CC=1)#[N:17], predict the reaction product. The product is: [NH2:1][C:2](=[N:14][OH:15])[C:3]1[CH:12]=[CH:11][C:6]([C:7]([NH2:17])=[O:8])=[CH:5][CH:4]=1. (3) Given the reactants [CH3:1][O:2][C:3]1[CH:17]=[C:16]([O:18][CH3:19])[CH:15]=[CH:14][C:4]=1[CH2:5][N:6]1[C:10](=[O:11])[CH2:9][NH:8][S:7]1(=[O:13])=[O:12].C([O-])([O-])=O.[Cs+].[Cs+].F[C:27]1[CH:32]=[CH:31][C:30]([N+:33]([O-:35])=[O:34])=[CH:29][C:28]=1[N+:36]([O-:38])=[O:37], predict the reaction product. The product is: [CH3:1][O:2][C:3]1[CH:17]=[C:16]([O:18][CH3:19])[CH:15]=[CH:14][C:4]=1[CH2:5][N:6]1[C:10](=[O:11])[CH2:9][N:8]([C:31]2[CH:32]=[CH:27][C:28]([N+:36]([O-:38])=[O:37])=[CH:29][C:30]=2[N+:33]([O-:35])=[O:34])[S:7]1(=[O:13])=[O:12]. (4) Given the reactants [Br:1][C:2]1[CH:3]=[CH:4][C:5]2[C:6]3[CH:7]=[C:8]4[C:23]([CH3:25])([CH3:24])[C:22]5[C:17](=[CH:18][CH:19]=[C:20](Br)[CH:21]=5)[C:9]4=[CH:10][C:11]=3[C:12]([CH3:16])([CH3:15])[C:13]=2[CH:14]=1.[C:27]1([C:36]2[CH:41]=[CH:40][CH:39]=[CH:38][CH:37]=2)[CH:32]=[CH:31][CH:30]=[CH:29][C:28]=1B(O)O.C([O-])([O-])=O.[Na+].[Na+].CCO, predict the reaction product. The product is: [C:27]1([C:36]2[CH:37]=[CH:38][CH:39]=[CH:40][CH:41]=2)[CH:32]=[CH:31][CH:30]=[CH:29][C:28]=1[C:20]1[CH:19]=[CH:18][C:17]2[C:9]3[CH:10]=[C:11]4[C:12]([CH3:16])([CH3:15])[C:13]5[C:5](=[CH:4][CH:3]=[C:2]([Br:1])[CH:14]=5)[C:6]4=[CH:7][C:8]=3[C:23]([CH3:24])([CH3:25])[C:22]=2[CH:21]=1. (5) Given the reactants [NH2:1][CH2:2][CH:3]1[CH2:8][CH2:7][O:6][CH2:5][CH2:4]1.C[Al](C)C.[Cl:13][C:14]1[CH:15]=[C:16]([NH:20][C:21]2[N:26]=[CH:25][C:24]3[C:27](=[O:32])[O:28][C:29]([CH3:31])([CH3:30])[C:23]=3[CH:22]=2)[CH:17]=[CH:18][CH:19]=1, predict the reaction product. The product is: [Cl:13][C:14]1[CH:15]=[C:16]([NH:20][C:21]2[CH:22]=[C:23]([C:29]([CH3:31])([OH:28])[CH3:30])[C:24]([C:27]([NH:1][CH2:2][CH:3]3[CH2:8][CH2:7][O:6][CH2:5][CH2:4]3)=[O:32])=[CH:25][N:26]=2)[CH:17]=[CH:18][CH:19]=1.